Predict the reactants needed to synthesize the given product. From a dataset of Full USPTO retrosynthesis dataset with 1.9M reactions from patents (1976-2016). (1) Given the product [F:1][C:2]1[CH:3]=[C:4]2[C:8](=[C:9]([I:11])[CH:10]=1)[NH:7][CH2:6][CH2:5]2, predict the reactants needed to synthesize it. The reactants are: [F:1][C:2]1[CH:3]=[C:4]2[C:8](=[C:9]([I:11])[CH:10]=1)[N:7](C(OC(C)(C)C)=O)[CH2:6][CH2:5]2.[OH-].[Na+]. (2) Given the product [ClH:4].[NH2:5][C@@H:6]([CH2:7][OH:8])[C:9]([O:11][CH3:1])=[O:10], predict the reactants needed to synthesize it. The reactants are: [C:1]([Cl:4])(=O)C.[NH2:5][C@H:6]([C:9]([OH:11])=[O:10])[CH2:7][OH:8].